From a dataset of Full USPTO retrosynthesis dataset with 1.9M reactions from patents (1976-2016). Predict the reactants needed to synthesize the given product. (1) Given the product [CH2:20]([C:17]([NH:16][C:8]([C:5]1[CH:4]=[C:3]([O:11][CH2:12][CH:13]2[CH2:15][CH2:14]2)[C:2]([Cl:1])=[CH:7][N:6]=1)=[O:10])([CH2:18][OH:19])[CH2:22][CH3:23])[CH3:21], predict the reactants needed to synthesize it. The reactants are: [Cl:1][C:2]1[C:3]([O:11][CH2:12][CH:13]2[CH2:15][CH2:14]2)=[CH:4][C:5]([C:8]([OH:10])=O)=[N:6][CH:7]=1.[NH2:16][C:17]([CH2:22][CH3:23])([CH2:20][CH3:21])[CH2:18][OH:19]. (2) Given the product [Br:42][CH:2]1[C:3]2=[C:12]3[C:7](=[CH:6][CH:5]=[CH:4]2)[CH:8]=[CH:9][CH:10]=[C:11]3[CH2:1]1.[CH3:13][O:14][C:15]1[CH:16]=[CH:17][C:18]2[N:24]=[CH:23][CH:22]=[C:21]([C@@H:25]([OH:36])[C@H:26]3[N:31]4[CH2:32][C@H:33]([CH:34]=[CH2:35])[C@@H:28]([CH2:29][CH2:30]4)[CH2:27]3)[C:19]=2[CH:20]=1, predict the reactants needed to synthesize it. The reactants are: [CH2:1]1[C:11]2=[C:12]3[C:7](=[CH:8][CH:9]=[CH:10]2)[CH:6]=[CH:5][CH:4]=[C:3]3[CH2:2]1.[CH3:13][O:14][C:15]1[CH:16]=[CH:17][C:18]2[N:24]=[CH:23][CH:22]=[C:21]([C@@H:25]([OH:36])[C@H:26]3[N:31]4[CH2:32][C@H:33]([CH:34]=[CH2:35])[C@@H:28]([CH2:29][CH2:30]4)[CH2:27]3)[C:19]=2[CH:20]=1.S(=O)(=O)(O)O.[Br:42]Br. (3) Given the product [C:36]1([S:42]([CH2:2][CH2:3][CH2:4][Si:5]([CH3:35])([CH3:34])[CH2:6][CH2:7][C:8]2[C:20]3[CH2:19][N:18]4[C:13](=[CH:14][C:15]5[C@:25]([CH2:27][CH3:28])([OH:26])[C:24](=[O:29])[O:23][CH2:22][C:16]=5[C:17]4=[O:21])[C:12]=3[N:11]=[C:10]3[CH:30]=[CH:31][CH:32]=[CH:33][C:9]=23)(=[O:44])=[O:43])[CH:41]=[CH:40][CH:39]=[CH:38][CH:37]=1, predict the reactants needed to synthesize it. The reactants are: Br[CH2:2][CH2:3][CH2:4][Si:5]([CH3:35])([CH3:34])[CH2:6][CH2:7][C:8]1[C:20]2[CH2:19][N:18]3[C:13](=[CH:14][C:15]4[C@:25]([CH2:27][CH3:28])([OH:26])[C:24](=[O:29])[O:23][CH2:22][C:16]=4[C:17]3=[O:21])[C:12]=2[N:11]=[C:10]2[CH:30]=[CH:31][CH:32]=[CH:33][C:9]=12.[C:36]1([S:42]([OH:44])=[O:43])[CH:41]=[CH:40][CH:39]=[CH:38][CH:37]=1.[Na]. (4) The reactants are: [NH2:1][NH2:2].[H-].[Na+].[C:5]1([C:11]2[N:12]([CH2:16][CH2:17][CH2:18][C:19]#[N:20])[CH:13]=[CH:14][N:15]=2)[CH:10]=[CH:9][CH:8]=[CH:7][CH:6]=1. Given the product [C:5]1([C:11]2[N:12]([CH2:16][CH2:17][CH2:18][C:19](=[NH:20])[NH:1][NH2:2])[CH:13]=[CH:14][N:15]=2)[CH:6]=[CH:7][CH:8]=[CH:9][CH:10]=1, predict the reactants needed to synthesize it. (5) Given the product [Cl-:6].[CH:17]1([Ti+2:4][CH:14]2[CH:15]=[CH:16][CH:17]=[CH:18]2)[CH:16]=[CH:15][CH:14]=[CH:18]1.[Cl-:1], predict the reactants needed to synthesize it. The reactants are: [Cl-:1].[Cl-].[Cl-].[Ti+3:4].C(Cl)[Cl:6].[CH:14]1([Mg][CH:14]2[CH:18]=[CH:17][CH:16]=[CH:15]2)[CH:18]=[CH:17][CH:16]=[CH:15]1. (6) Given the product [CH3:1][C:2]1([CH3:23])[CH2:7][N:6]([C:8]2[CH:13]=[CH:12][CH:11]=[CH:10][CH:9]=2)[CH:5]([CH2:14][C:15]([OH:17])=[O:16])[C:4](=[O:22])[O:3]1, predict the reactants needed to synthesize it. The reactants are: [CH3:1][C:2]1([CH3:23])[CH2:7][N:6]([C:8]2[CH:13]=[CH:12][CH:11]=[CH:10][CH:9]=2)[CH:5]([CH2:14][C:15]([O:17]C(C)(C)C)=[O:16])[C:4](=[O:22])[O:3]1.FC(F)(F)C(O)=O. (7) The reactants are: C[O-].[Na+].[Cl:4][C:5]1[CH:6]=[C:7]([CH:24]=[C:25]([Cl:27])[CH:26]=1)[O:8][CH:9]([CH2:22][CH3:23])[C:10]([NH:12][C:13]([CH3:21])([CH3:20])[C:14]#[C:15][CH2:16][CH2:17][CH2:18]Cl)=[O:11].[I-].[Na+].CCCCCC.[C:36](OCC)(=[O:38])C. Given the product [Cl:4][C:5]1[CH:6]=[C:7]([CH:24]=[C:25]([Cl:27])[CH:26]=1)[O:8][CH:9]([CH2:22][CH3:23])[C:10]([NH:12][C:13]([CH3:21])([CH3:20])[C:14]#[C:15][CH2:16][CH2:17][CH2:18][O:38][CH3:36])=[O:11], predict the reactants needed to synthesize it. (8) Given the product [F:11][C:12]1[CH:17]=[CH:16][C:15]([F:18])=[CH:14][C:13]=1[CH:19]1[CH2:21][CH:20]1[CH:22]=[O:23], predict the reactants needed to synthesize it. The reactants are: C(Cl)(=O)C(Cl)=O.CS(C)=O.[F:11][C:12]1[CH:17]=[CH:16][C:15]([F:18])=[CH:14][C:13]=1[CH:19]1[CH2:21][CH:20]1[CH2:22][OH:23].C(N(CC)CC)C.